From a dataset of Forward reaction prediction with 1.9M reactions from USPTO patents (1976-2016). Predict the product of the given reaction. (1) The product is: [CH3:4][CH2:3][O:2][C:30]([CH3:25])=[O:39].[CH3:1][OH:2].[NH4+:9].[OH-:2]. Given the reactants [CH3:1][O:2][C:3]1C=C2C(C(C)C(=O)[N:9]2C)=C[C:4]=1C=O.Cl.Cl.C1([C@H:25]2[C@@H:30](N)CCCN2)C=CC=CC=1.C(N(CC)CC)C.[OH2:39], predict the reaction product. (2) The product is: [Cl:16][C:12]1[CH:11]=[C:10]([C:4]2[N:3]=[C:2]([NH:17][C:18]3[CH:23]=[CH:22][C:21]([CH2:24][CH2:25][OH:26])=[CH:20][CH:19]=3)[CH:7]=[C:6]([CH2:8][CH3:9])[N:5]=2)[CH:15]=[CH:14][CH:13]=1. Given the reactants Cl[C:2]1[CH:7]=[C:6]([CH2:8][CH3:9])[N:5]=[C:4]([C:10]2[CH:15]=[CH:14][CH:13]=[C:12]([Cl:16])[CH:11]=2)[N:3]=1.[NH2:17][C:18]1[CH:23]=[CH:22][C:21]([CH2:24][CH2:25][OH:26])=[CH:20][CH:19]=1.Cl.O1CCOCC1.C([O-])(O)=O.[Na+], predict the reaction product. (3) Given the reactants [CH3:1][O:2][C:3](=[O:20])[C:4]1[CH:9]=[C:8]([O:10][CH2:11][C:12]2[S:13][CH:14]=[CH:15][CH:16]=2)[CH:7]=[CH:6][C:5]=1[N+:17]([O-])=O.O.NN, predict the reaction product. The product is: [NH2:17][C:5]1[CH:6]=[CH:7][C:8]([O:10][CH2:11][C:12]2[S:13][CH:14]=[CH:15][CH:16]=2)=[CH:9][C:4]=1[C:3]([O:2][CH3:1])=[O:20]. (4) The product is: [C:16]([O:15][C:14]([NH:13][CH:4]([C:3]([N:2]([CH3:1])[CH3:22])=[O:21])[CH2:5][C:6]1[CH:7]=[C:8]([CH:9]=[CH:10][CH:11]=1)[O:12][C:24]1[CH:33]=[CH:32][C:27]([C:28]([O:30][CH3:31])=[O:29])=[CH:26][CH:25]=1)=[O:20])([CH3:17])([CH3:18])[CH3:19]. Given the reactants [CH3:1][N:2]([CH3:22])[C:3](=[O:21])[CH:4]([NH:13][C:14](=[O:20])[O:15][C:16]([CH3:19])([CH3:18])[CH3:17])[CH2:5][C:6]1[CH:11]=[CH:10][CH:9]=[C:8]([OH:12])[CH:7]=1.F[C:24]1[CH:33]=[CH:32][C:27]([C:28]([O:30][CH3:31])=[O:29])=[CH:26][CH:25]=1.C(=O)([O-])[O-].[Cs+].[Cs+], predict the reaction product. (5) Given the reactants [Br:1][C:2]1[S:10][C:9]2[C:8]([C:11]#[N:12])=[CH:7][N:6]=[C:5]([NH:13][C@H:14]3[CH2:19][CH2:18][CH2:17][N:16]([C:20]([O:22][C:23]([CH3:26])([CH3:25])[CH3:24])=[O:21])[CH2:15]3)[C:4]=2[CH:3]=1.[H-].[Na+].[CH3:29]I.O, predict the reaction product. The product is: [Br:1][C:2]1[S:10][C:9]2[C:8]([C:11]#[N:12])=[CH:7][N:6]=[C:5]([N:13]([CH3:29])[C@H:14]3[CH2:19][CH2:18][CH2:17][N:16]([C:20]([O:22][C:23]([CH3:26])([CH3:25])[CH3:24])=[O:21])[CH2:15]3)[C:4]=2[CH:3]=1.